This data is from Forward reaction prediction with 1.9M reactions from USPTO patents (1976-2016). The task is: Predict the product of the given reaction. (1) Given the reactants [CH3:1][O:2][C:3]1[C:4]([O:23][CH2:24][CH2:25][CH2:26][N:27]2[CH2:32][CH2:31][O:30][CH2:29][CH2:28]2)=[CH:5][C:6]([N+:20]([O-])=O)=[C:7](/[CH:9]=[CH:10]/[C:11]2[C:19]3[C:14](=[CH:15][CH:16]=[CH:17][CH:18]=3)[NH:13][N:12]=2)[CH:8]=1.[Sn].Cl.[OH-].[Na+], predict the reaction product. The product is: [NH:13]1[C:14]2[C:19](=[CH:18][CH:17]=[CH:16][CH:15]=2)[C:11](/[CH:10]=[CH:9]/[C:7]2[CH:8]=[C:3]([O:2][CH3:1])[C:4]([O:23][CH2:24][CH2:25][CH2:26][N:27]3[CH2:32][CH2:31][O:30][CH2:29][CH2:28]3)=[CH:5][C:6]=2[NH2:20])=[N:12]1. (2) Given the reactants [CH3:1][O:2][C:3]1[CH:4]=[C:5]([CH:8]=[CH:9][C:10]=1[O:11][CH3:12])[CH:6]=[O:7].[Br:13]Br, predict the reaction product. The product is: [Br:13][C:8]1[CH:9]=[C:10]([O:11][CH3:12])[C:3]([O:2][CH3:1])=[CH:4][C:5]=1[CH:6]=[O:7]. (3) Given the reactants [Cl:1][C:2]1[CH:37]=[CH:36][C:5]([C:6]([N:8]2[CH2:14][C:13]3[C:15]([O:19]C)=[CH:16][CH:17]=[CH:18][C:12]=3[N:11]([CH2:21][C:22]3[CH:27]=[CH:26][C:25]([C:28]([N:30]4[CH2:34][CH:33]=[CH:32][CH2:31]4)=[O:29])=[CH:24][CH:23]=3)[C:10](=[O:35])[CH2:9]2)=[O:7])=[CH:4][CH:3]=1.[Br-].[Br-].[Br-].B, predict the reaction product. The product is: [Cl:1][C:2]1[CH:3]=[CH:4][C:5]([C:6]([N:8]2[CH2:14][C:13]3[C:15]([OH:19])=[CH:16][CH:17]=[CH:18][C:12]=3[N:11]([CH2:21][C:22]3[CH:27]=[CH:26][C:25]([C:28]([N:30]4[CH2:31][CH:32]=[CH:33][CH2:34]4)=[O:29])=[CH:24][CH:23]=3)[C:10](=[O:35])[CH2:9]2)=[O:7])=[CH:36][CH:37]=1. (4) Given the reactants C(OC(=O)[NH:7][C@@H:8]1[CH2:13][CH2:12][CH2:11][C:10]([F:15])([F:14])[C@@H:9]1[NH:16][C:17]([C:19]1[S:20][C:21]([CH2:39][CH3:40])=[C:22]([C:24]2[CH:25]=[N:26][N:27]3[CH:32]=[C:31]([O:33][CH2:34][C:35]([F:38])([F:37])[F:36])[CH:30]=[N:29][C:28]=23)[CH:23]=1)=[O:18])(C)(C)C.FC(F)(F)C(O)=O, predict the reaction product. The product is: [NH2:7][C@H:8]1[C@@H:9]([NH:16][C:17]([C:19]2[S:20][C:21]([CH2:39][CH3:40])=[C:22]([C:24]3[CH:25]=[N:26][N:27]4[CH:32]=[C:31]([O:33][CH2:34][C:35]([F:38])([F:37])[F:36])[CH:30]=[N:29][C:28]=34)[CH:23]=2)=[O:18])[C:10]([F:14])([F:15])[CH2:11][CH2:12][CH2:13]1. (5) Given the reactants [N+:1]([C:4]1[CH:9]=[CH:8][CH:7]=[CH:6][C:5]=1[S:10][NH:11][CH:12]([C:18]1[CH:23]=[CH:22][CH:21]=[CH:20][CH:19]=1)[CH:13]([C:15]([OH:17])=[O:16])[OH:14])([O-:3])=[O:2].[C:24]1(C)C=CC(S([O-])(=O)=O)=CC=1.[NH+]1C=CC=CC=1.CO[CH:43](OC)[C:44]1[CH:49]=[CH:48][C:47]([O:50][CH3:51])=[CH:46][C:45]=1[O:52][CH3:53].C([O-])(O)=O.[Na+], predict the reaction product. The product is: [CH3:24][O:16][C:15]([CH:13]1[O:14][CH:43]([C:44]2[CH:49]=[CH:48][C:47]([O:50][CH3:51])=[CH:46][C:45]=2[O:52][CH3:53])[N:11]([S:10][C:5]2[CH:6]=[CH:7][CH:8]=[CH:9][C:4]=2[N+:1]([O-:3])=[O:2])[CH:12]1[C:18]1[CH:19]=[CH:20][CH:21]=[CH:22][CH:23]=1)=[O:17]. (6) Given the reactants C(OC(=O)[NH:7][C@H:8]1[CH2:13][CH2:12][C@H:11]([N:14]2[CH2:19][CH2:18][O:17][CH2:16][CH2:15]2)[CH2:10][CH2:9]1)(C)(C)C.[ClH:21], predict the reaction product. The product is: [ClH:21].[ClH:21].[O:17]1[CH2:16][CH2:15][N:14]([C@H:11]2[CH2:10][CH2:9][C@H:8]([NH2:7])[CH2:13][CH2:12]2)[CH2:19][CH2:18]1. (7) Given the reactants [OH:1][CH:2]1[CH2:7][CH2:6][N:5](C(OC(C)(C)C)=O)[CH2:4][C:3]1([CH3:19])[C:15]([O:17][CH3:18])=[O:16].[ClH:20].O1CCOCC1, predict the reaction product. The product is: [ClH:20].[OH:1][CH:2]1[CH2:7][CH2:6][NH:5][CH2:4][C:3]1([CH3:19])[C:15]([O:17][CH3:18])=[O:16]. (8) Given the reactants OO.C(O)(C(F)(F)F)=[O:4].C([C:13]1[C:18](=[O:19])[NH:17][C:16]([CH3:20])=[C:15]([C:21]([O:23][CH2:24][CH3:25])=[O:22])[CH:14]=1)(=O)C, predict the reaction product. The product is: [OH:4][C:13]1[C:18](=[O:19])[NH:17][C:16]([CH3:20])=[C:15]([C:21]([O:23][CH2:24][CH3:25])=[O:22])[CH:14]=1. (9) Given the reactants [C:1]([O:5][C:6]([N:8]1[CH2:12][C@@H:11]([CH2:13][N:14]([CH:31]([CH3:33])[CH3:32])[C:15](=[O:30])[C:16]2[CH:21]=[CH:20][C:19]([O:22][CH3:23])=[C:18]([O:24][CH2:25][CH2:26][CH2:27][O:28][CH3:29])[CH:17]=2)[C@H:10]([NH2:34])[CH2:9]1)=[O:7])([CH3:4])([CH3:3])[CH3:2].[C:35]1(=O)[CH2:40][CH2:39][CH2:38][CH2:37][CH2:36]1.[BH-](OC(C)=O)(OC(C)=O)OC(C)=O.[Na+], predict the reaction product. The product is: [C:1]([O:5][C:6]([N:8]1[CH2:12][C@@H:11]([CH2:13][N:14]([CH:31]([CH3:32])[CH3:33])[C:15](=[O:30])[C:16]2[CH:21]=[CH:20][C:19]([O:22][CH3:23])=[C:18]([O:24][CH2:25][CH2:26][CH2:27][O:28][CH3:29])[CH:17]=2)[C@H:10]([NH:34][CH:35]2[CH2:40][CH2:39][CH2:38][CH2:37][CH2:36]2)[CH2:9]1)=[O:7])([CH3:3])([CH3:4])[CH3:2].